Dataset: Experimentally validated miRNA-target interactions with 360,000+ pairs, plus equal number of negative samples. Task: Binary Classification. Given a miRNA mature sequence and a target amino acid sequence, predict their likelihood of interaction. (1) The miRNA is hsa-miR-8054 with sequence GAAAGUACAGAUCGGAUGGGU. The protein sequence of the target gene is MHQTYSRHCRPEESTFSAAMTTMQGMEQAMPGAGPGVPQLGNMAVIHSHLWKGLQEKFLKGEPKVLGVVQILTALMSLSMGITMMCMASNTYGSNPISVYIGYTIWGSVMFIISGSLSIAAGIRTTKGLVRGSLGMNITSSVLAASGILINTFSLAFYSFHHPYCNYYGNSNNCHGTMSILMGLDGMVLLLSVLEFCIAVSLSAFGCKVLCCTPGGVVLILPSHSHMAETASPTPLNEV. Result: 0 (no interaction). (2) The miRNA is hsa-miR-93-3p with sequence ACUGCUGAGCUAGCACUUCCCG. The protein sequence of the target gene is MMFRDQVGVLAGWFKGWNECEQTVALLSLLKRVSQTQARFLQLCLEHSLADCAELHVLEREANSPGIINQWQQESKDKVISLLLTHLPLLKPGNLDAKVEYMKLLPKILAHSIEHNQHIEESRQLLSYALIHPATSLEDRSALAMWLNHLEDRTSTSFGGQNRGRSDSVDYGQTHYYHQRQNSDDKLNGWQNSRDSGICINASNWQDKSMGCENGHVPLYSSSSVPTTINTIGTSTSTILSGQAHHSPLKRSVSLTPPMNVPNQPLGHGWMSHEDLRARGPQCLPSDHAPLSPQSSVASS.... Result: 1 (interaction). (3) The miRNA is hsa-miR-485-5p with sequence AGAGGCUGGCCGUGAUGAAUUC. The protein sequence of the target gene is MAMAQKLSHLLPSLRQVIQEPQLSLQPEPVFTVDRAEVPPLFWKPYIYAGYRPLHQTWRFYFRTLFQQHNEAVNVWTHLLAALVLLLRLALFVETVDFWGDPHALPLFIIVLASFTYLSFSALAHLLQAKSEFWHYSFFFLDYVGVAVYQFGSALAHFYYAIEPAWHAQVQAVFLPMAAFLAWLSCIGSCYNKYIQKPGLLGRTCQEVPSVLAYALDISPVVHRIFVSSDPTTDDPALLYHKCQVVFFLLAAAFFSTFMPERWFPGSCHVFGQGHQLFHIFLVLCTLAQLEAVALDYEAR.... Result: 1 (interaction). (4) The miRNA is mmu-miR-10b-5p with sequence UACCCUGUAGAACCGAAUUUGUG. The protein sequence of the target gene is MDIIETAKLEGHLESQTNDSTNTYTSPTEAVEEEGKNGKGKPKTLSNGLRKGAKKYPDYIQISMPNDSKNKFPLEWWKTGIAFVYALFNLILTTVMITVVHERVPPKELSPPLPDKFFDYFDRVKWAFSVSEINGMVLVGLWITQWLFLRYKSIVGRRFFFIMGTLYLYRCITMYVTTLPVPGMHFQCAPKLNGDSQAKIQRILRLISGGGLSITGSHILCGDFLFSGHTVVLTLTYLFIKEYSPRHFWWYHLVCWLLSAAGIICILVAHEHYTVDVIIAYYITTRLFWWYHSMANEKNL.... Result: 1 (interaction). (5) The miRNA is hsa-miR-7151-3p with sequence CUACAGGCUGGAAUGGGCUCA. The protein sequence of the target gene is MGLSAAAPLWGPPGLLLAIALHPALSVPPRRDYCVLGAGPAGLQMAYFLQRAGRDYAVFERAPRPGSFFTRYPRHRKLISINKRYTGKANAEFNLRHDWNSLLSHDPRLLFRHYSRAYFPDARDMVRYLGDFADTLGLRVQYNTTIAHVTLDKDRQAWNGHYFILTDQKGQVHQCSVLFVATGLSVPNQVDFPGSEYAEGYESVSVDPEDFVGQNVLILGRGNSAFETAENILGVTNFIHMLSRSRVRLSWATHYVGDLRAINNGLLDTYQLKSLDGLLESDLTDLAILKDSKGKFHVTP.... Result: 1 (interaction).